Dataset: Forward reaction prediction with 1.9M reactions from USPTO patents (1976-2016). Task: Predict the product of the given reaction. Given the reactants [CH3:1][N:2]1[CH:10]=[C:9]2[C:4]([CH:5]=[CH:6][C:7]([C:11]([O:13]C)=[O:12])=[CH:8]2)=[N:3]1.[Li+].[OH-].Cl, predict the reaction product. The product is: [CH3:1][N:2]1[CH:10]=[C:9]2[C:4]([CH:5]=[CH:6][C:7]([C:11]([OH:13])=[O:12])=[CH:8]2)=[N:3]1.